From a dataset of Forward reaction prediction with 1.9M reactions from USPTO patents (1976-2016). Predict the product of the given reaction. Given the reactants [C:1](=[O:30])(OC1C=CC([N+]([O-])=O)=CC=1)[O:2][C@H:3]([CH2:8][N:9]1[CH:13]=[CH:12][C:11]([C:14]2[CH:15]=[N:16][CH:17]=[CH:18][CH:19]=2)=[N:10]1)[C:4]([CH3:7])([CH3:6])[CH3:5].[OH:31][CH:32]([C@@H:41]([NH:46]C(=O)OC(C)(C)C)[CH2:42][CH2:43][CH2:44][CH3:45])[C:33](=[O:40])[NH:34][C:35]1[NH:39][N:38]=[CH:37][CH:36]=1.CC(OI1(OC(C)=O)(OC(C)=O)OC(=O)C2C=CC=CC1=2)=O, predict the reaction product. The product is: [O:40]=[C:33]([NH:34][C:35]1[NH:39][N:38]=[CH:37][CH:36]=1)[C:32]([C@@H:41]([NH:46][C:1](=[O:30])[O:2][C@H:3]([CH2:8][N:9]1[CH:13]=[CH:12][C:11]([C:14]2[CH:15]=[N:16][CH:17]=[CH:18][CH:19]=2)=[N:10]1)[C:4]([CH3:5])([CH3:6])[CH3:7])[CH2:42][CH2:43][CH2:44][CH3:45])=[O:31].